Predict the product of the given reaction. From a dataset of Forward reaction prediction with 1.9M reactions from USPTO patents (1976-2016). (1) The product is: [N+:12]([C:8]1[CH:7]=[C:6]([CH:5]2[CH:4]3[CH:3]2[CH2:2][N:34]([CH2:33][CH2:32][CH2:31][C:25]2[CH:30]=[CH:29][CH:28]=[CH:27][CH:26]=2)[C:15]3=[O:17])[CH:11]=[CH:10][CH:9]=1)([O-:14])=[O:13]. Given the reactants Br[CH2:2][CH:3]1[CH:5]([C:6]2[CH:11]=[CH:10][CH:9]=[C:8]([N+:12]([O-:14])=[O:13])[CH:7]=2)[CH:4]1[C:15]([O:17]CC)=O.C(=O)([O-])O.[Na+].[C:25]1([CH2:31][CH2:32][CH2:33][NH2:34])[CH:30]=[CH:29][CH:28]=[CH:27][CH:26]=1.O, predict the reaction product. (2) The product is: [CH3:24][C:23]([CH3:26])([CH3:25])[CH2:22][CH2:21][CH2:20][NH:19][C:17]([C:5]1[C:6]([CH3:16])=[N:7][C:8]([N:10]2[CH2:15][CH2:14][O:13][CH2:12][CH2:11]2)=[CH:9][C:4]=1[O:29][CH2:28][CH3:27])=[O:18]. Given the reactants [H-].[Na+].Cl[C:4]1[CH:9]=[C:8]([N:10]2[CH2:15][CH2:14][O:13][CH2:12][CH2:11]2)[N:7]=[C:6]([CH3:16])[C:5]=1[C:17]([NH:19][CH2:20][CH2:21][CH2:22][C:23]([CH3:26])([CH3:25])[CH3:24])=[O:18].[CH3:27][CH2:28][OH:29], predict the reaction product. (3) Given the reactants [NH2:1][C:2]1[S:6][C:5]([O:7][C:8]2[CH:9]=[C:10]([CH3:24])[C:11]3[CH:15]([CH2:16][C:17]([O:19][CH2:20][CH3:21])=[O:18])[O:14][B:13]([OH:22])[C:12]=3[CH:23]=2)=[N:4][N:3]=1.CCN(CC)CC.[C:32](OC(=O)C)(=[O:34])[CH3:33], predict the reaction product. The product is: [C:32]([NH:1][C:2]1[S:6][C:5]([O:7][C:8]2[CH:9]=[C:10]([CH3:24])[C:11]3[CH:15]([CH2:16][C:17]([O:19][CH2:20][CH3:21])=[O:18])[O:14][B:13]([OH:22])[C:12]=3[CH:23]=2)=[N:4][N:3]=1)(=[O:34])[CH3:33]. (4) The product is: [Br:18][CH2:17][C:14]1[CH:15]=[CH:16][C:11]([C:10]2[O:22][C:6]([C:5]3[CH:23]=[CH:24][C:2]([Cl:1])=[CH:3][CH:4]=3)=[N:8][N:9]=2)=[CH:12][C:13]=1[N+:19]([O-:21])=[O:20]. Given the reactants [Cl:1][C:2]1[CH:24]=[CH:23][C:5]([C:6]([NH:8][NH:9][C:10](=[O:22])[C:11]2[CH:16]=[CH:15][C:14]([CH2:17][Br:18])=[C:13]([N+:19]([O-:21])=[O:20])[CH:12]=2)=O)=[CH:4][CH:3]=1.CCN(CC)CC, predict the reaction product. (5) Given the reactants [Br:1][C:2]1[C:13]2[C:5](=[CH:6][C:7]([C:16]3[CH:21]=[CH:20][CH:19]=[CH:18][C:17]=3[Cl:22])=[C:8]3[C:12]=2[C:11](=[O:14])[NH:10][C:9]3=[O:15])[N:4]([CH2:23][CH2:24][CH2:25][O:26]C)[C:3]=1[CH:28]=[O:29].B(Br)(Br)Br, predict the reaction product. The product is: [Br:1][C:2]1[C:13]2[C:5](=[CH:6][C:7]([C:16]3[CH:21]=[CH:20][CH:19]=[CH:18][C:17]=3[Cl:22])=[C:8]3[C:12]=2[C:11](=[O:14])[NH:10][C:9]3=[O:15])[N:4]([CH2:23][CH2:24][CH2:25][OH:26])[C:3]=1[CH2:28][OH:29].